The task is: Predict which catalyst facilitates the given reaction.. This data is from Catalyst prediction with 721,799 reactions and 888 catalyst types from USPTO. (1) Reactant: Br[CH:2]1[C:10]2[C:5](=[CH:6][CH:7]=[CH:8][CH:9]=2)[C:4](=[O:11])[CH2:3]1.[CH:12]1([NH2:18])[CH2:17][CH2:16][CH2:15][CH2:14][CH2:13]1. Product: [CH:12]1([NH:18][CH:2]2[C:10]3[C:5](=[CH:6][CH:7]=[CH:8][CH:9]=3)[C:4](=[O:11])[CH2:3]2)[CH2:17][CH2:16][CH2:15][CH2:14][CH2:13]1. The catalyst class is: 48. (2) Reactant: [CH3:1][Si:2]([CH3:16])([CH3:15])[CH2:3][CH2:4][CH2:5][CH2:6][CH2:7][CH2:8][C:9]1(Br)[CH2:11][C:10]1(Br)Br.C[Li]. The catalyst class is: 28. Product: [CH3:16][Si:2]([CH3:1])([CH3:15])[CH2:3][CH2:4][CH2:5][CH2:6][CH2:7][CH2:8][CH:9]1[CH:10]=[CH:11]1. (3) Reactant: [CH3:1][O:2][C:3]1[CH:4]=[C:5]([C:11]2[C@@H:20]3[C@@H:15]([CH2:16][CH2:17][CH2:18][CH2:19]3)[C:14](=[O:21])[N:13]([CH:22]3[CH2:27][CH2:26][N:25]([C:28](=[O:45])[C@@H:29]([NH:37]C(=O)OC(C)(C)C)[CH2:30][C:31]4[CH:36]=[CH:35][CH:34]=[CH:33][N:32]=4)[CH2:24][CH2:23]3)[N:12]=2)[CH:6]=[CH:7][C:8]=1[O:9][CH3:10].[ClH:46]. Product: [ClH:46].[NH2:37][C@@H:29]([CH2:30][C:31]1[CH:36]=[CH:35][CH:34]=[CH:33][N:32]=1)[C:28]([N:25]1[CH2:24][CH2:23][CH:22]([N:13]2[N:12]=[C:11]([C:5]3[CH:6]=[CH:7][C:8]([O:9][CH3:10])=[C:3]([O:2][CH3:1])[CH:4]=3)[C@@H:20]3[C@@H:15]([CH2:16][CH2:17][CH2:18][CH2:19]3)[C:14]2=[O:21])[CH2:27][CH2:26]1)=[O:45]. The catalyst class is: 12.